Dataset: Full USPTO retrosynthesis dataset with 1.9M reactions from patents (1976-2016). Task: Predict the reactants needed to synthesize the given product. (1) Given the product [Sn:19]([C:32]([C:34]1[CH:35]=[CH:36][CH:37]=[CH:38][CH:39]=1)=[O:33])([CH2:20][CH2:21][CH2:22][CH3:23])([CH2:28][CH2:29][CH2:30][CH3:31])[CH2:24][CH2:25][CH2:26][CH3:27], predict the reactants needed to synthesize it. The reactants are: C(NC(C)C)(C)C.[Li]CCCC.CCCCCC.[Sn:19]([CH:32]([C:34]1[CH:39]=[CH:38][CH:37]=[CH:36][CH:35]=1)[OH:33])([CH2:28][CH2:29][CH2:30][CH3:31])([CH2:24][CH2:25][CH2:26][CH3:27])[CH2:20][CH2:21][CH2:22][CH3:23].N(C(N1CCCCC1)=O)=NC(N1CCCCC1)=O. (2) Given the product [F:33][C:2]([F:1])([F:32])[C:3]1[CH:8]=[C:7]([C:9]2[CH:14]=[CH:13][C:12]([C:15]([F:18])([F:17])[F:16])=[CH:11][CH:10]=2)[N:6]=[C:5]([C:19]2[CH:20]=[C:21]([C:25]3[CH:30]=[CH:29][CH:28]=[C:27]([NH:31][S:43]([N:42]([CH3:47])[CH3:41])(=[O:45])=[O:44])[CH:26]=3)[CH:22]=[CH:23][CH:24]=2)[N:4]=1, predict the reactants needed to synthesize it. The reactants are: [F:1][C:2]([F:33])([F:32])[C:3]1[CH:8]=[C:7]([C:9]2[CH:14]=[CH:13][C:12]([C:15]([F:18])([F:17])[F:16])=[CH:11][CH:10]=2)[N:6]=[C:5]([C:19]2[CH:20]=[C:21]([C:25]3[CH:30]=[CH:29][CH:28]=[C:27]([NH2:31])[CH:26]=3)[CH:22]=[CH:23][CH:24]=2)[N:4]=1.C(N(CC)CC)C.[CH3:41][N:42]([CH3:47])[S:43](Cl)(=[O:45])=[O:44]. (3) Given the product [C:30]([C:29]1[CH:33]=[C:25]([C:24]2[C:19]([C@@H:9]([NH:8][C:53]([C@H:43]3[CH2:44][CH2:45][C@@H:46]([C:47]4[CH:48]=[CH:49][CH:50]=[CH:51][CH:52]=4)[N:42]3[C:40]([O:39][C:35]([CH3:38])([CH3:37])[CH3:36])=[O:41])=[O:54])[CH2:10][C:11]3[CH:12]=[C:13]([F:18])[CH:14]=[C:15]([F:17])[CH:16]=3)=[N:20][CH:21]=[CH:22][CH:23]=2)[CH:26]=[CH:27][C:28]=1[F:34])(=[O:31])[NH2:32], predict the reactants needed to synthesize it. The reactants are: FC(F)(F)C(O)=O.[NH2:8][C@H:9]([C:19]1[C:24]([C:25]2[CH:26]=[CH:27][C:28]([F:34])=[C:29]([CH:33]=2)[C:30]([NH2:32])=[O:31])=[CH:23][CH:22]=[CH:21][N:20]=1)[CH2:10][C:11]1[CH:16]=[C:15]([F:17])[CH:14]=[C:13]([F:18])[CH:12]=1.[C:35]([O:39][C:40]([N:42]1[C@H:46]([C:47]2[CH:52]=[CH:51][CH:50]=[CH:49][CH:48]=2)[CH2:45][CH2:44][C@@H:43]1[C:53](O)=[O:54])=[O:41])([CH3:38])([CH3:37])[CH3:36]. (4) Given the product [CH2:1]([N:8]1[C:17]2[C:12](=[CH:13][CH:14]=[CH:15][CH:16]=2)[N:11]([CH2:28][C:29]([NH2:31])=[O:30])[CH2:10][CH2:9]1)[C:2]1[CH:3]=[CH:4][CH:5]=[CH:6][CH:7]=1, predict the reactants needed to synthesize it. The reactants are: [CH2:1]([N:8]1[C:17]2[C:12](=[CH:13][CH:14]=[CH:15][CH:16]=2)[NH:11][CH2:10][CH2:9]1)[C:2]1[CH:7]=[CH:6][CH:5]=[CH:4][CH:3]=1.C(N(C(C)C)C(C)C)C.Cl[CH2:28][C:29]([NH2:31])=[O:30]. (5) Given the product [N:48]1[C:30]2[NH:29][C:34]3[CH:35]=[C:36]([C:39]4[C:40]([CH3:44])=[N:41][O:42][CH:43]=4)[CH:37]=[CH:38][C:33]=3[S:32][C:31]=2[N:45]=[CH:46][CH:47]=1, predict the reactants needed to synthesize it. The reactants are: COCN1C2C=C(C(=O)CC(=O)C)C=CC=2SC2N=CC=NC1=2.NO.COC[N:29]1[C:34]2[CH:35]=[C:36]([C:39]3[C:40]([CH3:44])=[N:41][O:42][CH:43]=3)[CH:37]=[CH:38][C:33]=2[S:32][C:31]2[N:45]=[CH:46][CH:47]=[N:48][C:30]1=2.